Task: Predict which catalyst facilitates the given reaction.. Dataset: Catalyst prediction with 721,799 reactions and 888 catalyst types from USPTO (1) Reactant: [Si:1]([O:18][CH:19]1[C:29]2[C:24](=[N:25][CH:26]=[C:27]([Cl:30])[CH:28]=2)[CH:23]=[CH:22][C:21]2[CH:31]=[N:32][C:33]([C:35]([O:37]CC)=[CH2:36])=[CH:34][C:20]1=2)([C:14]([CH3:17])([CH3:16])[CH3:15])([C:8]1[CH:13]=[CH:12][CH:11]=[CH:10][CH:9]=1)[C:2]1[CH:7]=[CH:6][CH:5]=[CH:4][CH:3]=1.Cl.[OH-].[Na+]. Product: [Si:1]([O:18][CH:19]1[C:29]2[C:24](=[N:25][CH:26]=[C:27]([Cl:30])[CH:28]=2)[CH:23]=[CH:22][C:21]2[CH:31]=[N:32][C:33]([C:35](=[O:37])[CH3:36])=[CH:34][C:20]1=2)([C:14]([CH3:17])([CH3:16])[CH3:15])([C:2]1[CH:7]=[CH:6][CH:5]=[CH:4][CH:3]=1)[C:8]1[CH:13]=[CH:12][CH:11]=[CH:10][CH:9]=1. The catalyst class is: 21. (2) Reactant: [OH-].[Na+].[CH:3](/[CH2:11][C:12]([OH:14])=[O:13])=[CH:4]\[C:5]1[CH:10]=[CH:9][CH:8]=[CH:7][CH:6]=1.[Cl-].[Zn+2:16].[Cl-]. Product: [CH:3](/[CH2:11][C:12]([O-:14])=[O:13])=[CH:4]\[C:5]1[CH:10]=[CH:9][CH:8]=[CH:7][CH:6]=1.[Zn+2:16].[CH:3](/[CH2:11][C:12]([O-:14])=[O:13])=[CH:4]\[C:5]1[CH:10]=[CH:9][CH:8]=[CH:7][CH:6]=1. The catalyst class is: 6.